From a dataset of NCI-60 drug combinations with 297,098 pairs across 59 cell lines. Regression. Given two drug SMILES strings and cell line genomic features, predict the synergy score measuring deviation from expected non-interaction effect. (1) Drug 1: C1CC(C1)(C(=O)O)C(=O)O.[NH2-].[NH2-].[Pt+2]. Drug 2: CC1=C2C(C(=O)C3(C(CC4C(C3C(C(C2(C)C)(CC1OC(=O)C(C(C5=CC=CC=C5)NC(=O)C6=CC=CC=C6)O)O)OC(=O)C7=CC=CC=C7)(CO4)OC(=O)C)O)C)OC(=O)C. Cell line: MDA-MB-435. Synergy scores: CSS=10.9, Synergy_ZIP=3.64, Synergy_Bliss=1.87, Synergy_Loewe=-35.0, Synergy_HSA=1.79. (2) Drug 1: C1=NC2=C(N=C(N=C2N1C3C(C(C(O3)CO)O)F)Cl)N. Drug 2: CCC1(CC2CC(C3=C(CCN(C2)C1)C4=CC=CC=C4N3)(C5=C(C=C6C(=C5)C78CCN9C7C(C=CC9)(C(C(C8N6C)(C(=O)OC)O)OC(=O)C)CC)OC)C(=O)OC)O.OS(=O)(=O)O. Cell line: COLO 205. Synergy scores: CSS=-9.05, Synergy_ZIP=3.09, Synergy_Bliss=-1.04, Synergy_Loewe=-17.4, Synergy_HSA=-10.6.